Dataset: Reaction yield outcomes from USPTO patents with 853,638 reactions. Task: Predict the reaction yield, written as a fraction of the theoretical maximum amount of product (1.0 means a 100% yield; for example, 0.34 means a 34% yield). (1) The reactants are Br[CH2:2][CH2:3][CH2:4][CH2:5][CH2:6][C:7]([OH:9])=[O:8].[CH3:10][S:11](=[S:14])([O-:13])=[O:12].[Na+].[CH3:16]N(C)C=O. No catalyst specified. The product is [CH3:10][S:11](=[S:14])([O:13][CH2:16][CH2:2][CH2:3][CH2:4][CH2:5][CH2:6][C:7]([OH:9])=[O:8])=[O:12]. The yield is 0.780. (2) The reactants are [OH:1][C@@:2]1([C:13]2[S:14][C:15]([C:18]3[CH:23]=[C:22]([NH:24][C:25]4[N:30]=[C:29]([C:31]([F:34])([F:33])[F:32])[CH:28]=[CH:27][N:26]=4)[CH:21]=[C:20]([CH3:35])[CH:19]=3)=[CH:16][N:17]=2)[CH2:7][CH2:6][C@@H:5]([C:8]([OH:10])=[O:9])[C:4]([CH3:12])([CH3:11])[CH2:3]1.S(=O)(=O)(O)O.[CH2:41](O)[CH3:42]. No catalyst specified. The product is [OH:1][C@@:2]1([C:13]2[S:14][C:15]([C:18]3[CH:23]=[C:22]([NH:24][C:25]4[N:30]=[C:29]([C:31]([F:33])([F:34])[F:32])[CH:28]=[CH:27][N:26]=4)[CH:21]=[C:20]([CH3:35])[CH:19]=3)=[CH:16][N:17]=2)[CH2:7][CH2:6][C@@H:5]([C:8]([O:10][CH2:41][CH3:42])=[O:9])[C:4]([CH3:11])([CH3:12])[CH2:3]1. The yield is 0.830.